Dataset: Reaction yield outcomes from USPTO patents with 853,638 reactions. Task: Predict the reaction yield, written as a fraction of the theoretical maximum amount of product (1.0 means a 100% yield; for example, 0.34 means a 34% yield). (1) The reactants are [F:1][C:2]([F:31])([F:30])[C:3]1[CH:4]=[C:5]([CH:23]=[C:24]([C:26]([F:29])([F:28])[F:27])[CH:25]=1)[CH2:6][O:7][C:8]([N:10]1[CH2:16][CH2:15][CH2:14][N:13]2[N:17]=[C:18](C(O)=O)[CH:19]=[C:12]2[CH2:11]1)=[O:9].C1(C)C=CC=CC=1.C([N:41]([CH2:44]C)CC)C.C1C=CC(P(N=[N+]=[N-])(C2C=CC=CC=2)=[O:53])=CC=1.[CH3:63][C:64]([OH:67])([CH3:66])[CH3:65]. No catalyst specified. The product is [C:64]([O:67][C:44]([NH:41][C:18]1[CH:19]=[C:12]2[CH2:11][N:10]([C:8]([O:7][CH2:6][C:5]3[CH:23]=[C:24]([C:26]([F:28])([F:29])[F:27])[CH:25]=[C:3]([C:2]([F:30])([F:31])[F:1])[CH:4]=3)=[O:9])[CH2:16][CH2:15][CH2:14][N:13]2[N:17]=1)=[O:53])([CH3:66])([CH3:65])[CH3:63]. The yield is 0.450. (2) The reactants are [OH:1][C:2]1[CH:9]=[CH:8][CH:7]=[C:6]([OH:10])[C:3]=1[CH:4]=[O:5].C(N(CC)C(C)C)(C)C.[CH3:20][O:21][CH2:22]Cl.[C:24]([O:27][CH2:28]C)(=O)C. The catalyst is ClCCl.CN(C)C1C=CN=CC=1.Cl. The product is [CH3:20][O:21][CH2:22][O:1][C:2]1[CH:9]=[CH:8][CH:7]=[C:6]([O:10][CH2:24][O:27][CH3:28])[C:3]=1[CH:4]=[O:5]. The yield is 0.790.